From a dataset of NCI-60 drug combinations with 297,098 pairs across 59 cell lines. Regression. Given two drug SMILES strings and cell line genomic features, predict the synergy score measuring deviation from expected non-interaction effect. Drug 1: CCC1=CC2CC(C3=C(CN(C2)C1)C4=CC=CC=C4N3)(C5=C(C=C6C(=C5)C78CCN9C7C(C=CC9)(C(C(C8N6C)(C(=O)OC)O)OC(=O)C)CC)OC)C(=O)OC.C(C(C(=O)O)O)(C(=O)O)O. Drug 2: CCN(CC)CCCC(C)NC1=C2C=C(C=CC2=NC3=C1C=CC(=C3)Cl)OC. Cell line: MOLT-4. Synergy scores: CSS=96.9, Synergy_ZIP=10.6, Synergy_Bliss=9.85, Synergy_Loewe=2.54, Synergy_HSA=11.7.